The task is: Regression. Given two drug SMILES strings and cell line genomic features, predict the synergy score measuring deviation from expected non-interaction effect.. This data is from Merck oncology drug combination screen with 23,052 pairs across 39 cell lines. (1) Drug 1: O=C(CCCCCCC(=O)Nc1ccccc1)NO. Drug 2: O=C(O)C1(Cc2cccc(Nc3nccs3)n2)CCC(Oc2cccc(Cl)c2F)CC1. Cell line: T47D. Synergy scores: synergy=36.6. (2) Drug 1: CN(Cc1cnc2nc(N)nc(N)c2n1)c1ccc(C(=O)NC(CCC(=O)O)C(=O)O)cc1. Drug 2: N#Cc1ccc(Cn2cncc2CN2CCN(c3cccc(Cl)c3)C(=O)C2)cc1. Cell line: NCIH2122. Synergy scores: synergy=-13.5. (3) Drug 1: CC(C)CC(NC(=O)C(Cc1ccccc1)NC(=O)c1cnccn1)B(O)O. Drug 2: CNC(=O)c1cc(Oc2ccc(NC(=O)Nc3ccc(Cl)c(C(F)(F)F)c3)cc2)ccn1. Cell line: MDAMB436. Synergy scores: synergy=-16.9. (4) Drug 1: CCC1(O)CC2CN(CCc3c([nH]c4ccccc34)C(C(=O)OC)(c3cc4c(cc3OC)N(C)C3C(O)(C(=O)OC)C(OC(C)=O)C5(CC)C=CCN6CCC43C65)C2)C1. Drug 2: O=C(CCCCCCC(=O)Nc1ccccc1)NO. Cell line: UWB1289BRCA1. Synergy scores: synergy=6.60. (5) Drug 2: CCC1=CC2CN(C1)Cc1c([nH]c3ccccc13)C(C(=O)OC)(c1cc3c(cc1OC)N(C)C1C(O)(C(=O)OC)C(OC(C)=O)C4(CC)C=CCN5CCC31C54)C2. Synergy scores: synergy=2.93. Drug 1: O=S1(=O)NC2(CN1CC(F)(F)F)C1CCC2Cc2cc(C=CCN3CCC(C(F)(F)F)CC3)ccc2C1. Cell line: UACC62.